From a dataset of Catalyst prediction with 721,799 reactions and 888 catalyst types from USPTO. Predict which catalyst facilitates the given reaction. Reactant: [CH3:1][C:2]1([CH3:20])[O:6][CH:5]([CH2:7][N:8]2[C:16]3[CH:15]=[CH:14][N:13]=[C:12]([O:17][CH3:18])[C:11]=3[C:10](I)=[CH:9]2)[CH2:4][O:3]1.CC1(C)C(C)(C)OB([C:29]2[CH:34]=[CH:33][C:32]([S:35]([NH2:38])(=[O:37])=[O:36])=[CH:31][CH:30]=2)O1.C(=O)([O-])[O-].[K+].[K+]. Product: [CH3:1][C:2]1([CH3:20])[O:6][CH:5]([CH2:7][N:8]2[C:16]3[CH:15]=[CH:14][N:13]=[C:12]([O:17][CH3:18])[C:11]=3[C:10]([C:29]3[CH:34]=[CH:33][C:32]([S:35]([NH2:38])(=[O:37])=[O:36])=[CH:31][CH:30]=3)=[CH:9]2)[CH2:4][O:3]1. The catalyst class is: 339.